From a dataset of Forward reaction prediction with 1.9M reactions from USPTO patents (1976-2016). Predict the product of the given reaction. (1) Given the reactants [C:1]([OH:9])(=O)[C:2]1[CH:7]=[CH:6][CH:5]=[CH:4][CH:3]=1.[C:10](Cl)(=O)C(Cl)=O.CN(C=O)C.Cl.CNOC, predict the reaction product. The product is: [C:1]([C:2]1[CH:3]=[CH:4][CH:5]=[CH:6][CH:7]=1)(=[O:9])[CH3:10]. (2) Given the reactants [N:1]1[C:10]2[C:5](=[CH:6][CH:7]=[CH:8][CH:9]=2)[C:4]([C:11]([OH:13])=O)=[CH:3][CH:2]=1.S(Cl)([Cl:16])=O, predict the reaction product. The product is: [N:1]1[C:10]2[C:5](=[CH:6][CH:7]=[CH:8][CH:9]=2)[C:4]([C:11]([Cl:16])=[O:13])=[CH:3][CH:2]=1. (3) Given the reactants Br[C:2]1[CH:3]=[C:4]([N:22]([CH2:29][CH3:30])[CH:23]2[CH2:28][CH2:27][O:26][CH2:25][CH2:24]2)[C:5]([CH3:21])=[C:6]([CH:20]=1)[C:7]([NH:9][CH2:10][C:11]1[C:12](=[O:19])[NH:13][C:14]([CH3:18])=[CH:15][C:16]=1[CH3:17])=[O:8].[CH:31]([C:33]1[CH:34]=[C:35](B(O)O)[CH:36]=[CH:37][CH:38]=1)=[O:32].C([O-])([O-])=O.[Na+].[Na+], predict the reaction product. The product is: [CH3:17][C:16]1[CH:15]=[C:14]([CH3:18])[NH:13][C:12](=[O:19])[C:11]=1[CH2:10][NH:9][C:7]([C:6]1[CH:20]=[C:2]([C:37]2[CH:36]=[CH:35][CH:34]=[C:33]([CH:31]=[O:32])[CH:38]=2)[CH:3]=[C:4]([N:22]([CH2:29][CH3:30])[CH:23]2[CH2:28][CH2:27][O:26][CH2:25][CH2:24]2)[C:5]=1[CH3:21])=[O:8]. (4) Given the reactants [C:1]([C:5]1[CH:13]=[CH:12][C:8]([C:9](Cl)=[O:10])=[CH:7][CH:6]=1)([CH3:4])([CH3:3])[CH3:2].[Sn](Cl)(Cl)(Cl)Cl.[O-:19][C:20]#[N:21].[Na+].[NH2:23][C:24]1[CH:29]=[CH:28][CH:27]=[CH:26][N:25]=1, predict the reaction product. The product is: [C:1]([C:5]1[CH:13]=[CH:12][C:8]([C:9]([NH:21][C:20]([NH:23][C:24]2[CH:29]=[CH:28][CH:27]=[CH:26][N:25]=2)=[O:19])=[O:10])=[CH:7][CH:6]=1)([CH3:4])([CH3:3])[CH3:2]. (5) Given the reactants Br[C:2]1[S:6][C:5]([C:7]([O:9][CH2:10][CH3:11])=[O:8])=[CH:4][CH:3]=1.[CH3:12][N:13]1[CH2:18][CH2:17][NH:16][CH2:15][CH:14]1[CH3:19].C1(P(C2C=CC=CC=2)C2C=CC3C(=CC=CC=3)C=2C2C3C(=CC=CC=3)C=CC=2P(C2C=CC=CC=2)C2C=CC=CC=2)C=CC=CC=1.C(=O)([O-])[O-].[Cs+].[Cs+], predict the reaction product. The product is: [CH3:19][CH:14]1[N:13]([CH3:12])[CH2:18][CH2:17][N:16]([C:2]2[S:6][C:5]([C:7]([O:9][CH2:10][CH3:11])=[O:8])=[CH:4][CH:3]=2)[CH2:15]1. (6) Given the reactants [F:1][C:2]([F:29])([F:28])[O:3][C:4]1[CH:9]=[CH:8][C:7]([O:10][C:11](=[O:27])[N:12]([CH2:25][CH3:26])[CH:13]2[CH2:22][CH2:21][C:20]3[C:15](=[CH:16][CH:17]=[C:18]([O:23]C)[CH:19]=3)[CH2:14]2)=[CH:6][CH:5]=1.B(Br)(Br)Br.C(Cl)Cl, predict the reaction product. The product is: [F:1][C:2]([F:28])([F:29])[O:3][C:4]1[CH:5]=[CH:6][C:7]([O:10][C:11](=[O:27])[N:12]([CH2:25][CH3:26])[CH:13]2[CH2:22][CH2:21][C:20]3[C:15](=[CH:16][CH:17]=[C:18]([OH:23])[CH:19]=3)[CH2:14]2)=[CH:8][CH:9]=1. (7) Given the reactants [CH3:1][C:2]1[CH:7]=[C:6]([S:8]([CH:10]([C:15]2[CH:20]=[CH:19][CH:18]=[C:17]([C:21]3[CH:26]=[CH:25][C:24]([C:27]([F:30])([F:29])[F:28])=[CH:23][CH:22]=3)[N:16]=2)[CH2:11][CH2:12][CH2:13][CH3:14])=[O:9])[CH:5]=[CH:4][C:3]=1[O:31][CH2:32][C:33]([O:35]CC)=[O:34].[OH-].[Na+].Cl, predict the reaction product. The product is: [CH3:1][C:2]1[CH:7]=[C:6]([S:8]([CH:10]([C:15]2[CH:20]=[CH:19][CH:18]=[C:17]([C:21]3[CH:26]=[CH:25][C:24]([C:27]([F:30])([F:29])[F:28])=[CH:23][CH:22]=3)[N:16]=2)[CH2:11][CH2:12][CH2:13][CH3:14])=[O:9])[CH:5]=[CH:4][C:3]=1[O:31][CH2:32][C:33]([OH:35])=[O:34]. (8) Given the reactants Cl[C:2]1[CH:7]=[CH:6][C:5]([C:8]([F:11])([F:10])[F:9])=[CH:4][CH:3]=1.[OH:12][C:13]1[CH:14]=[C:15]([CH:18]=[CH:19][CH:20]=1)[CH2:16][OH:17].C(=O)([O-])[O-].[K+].[K+].CN1CCN(C)C1=O, predict the reaction product. The product is: [F:9][C:8]([F:11])([F:10])[C:5]1[CH:6]=[CH:7][C:2]([O:12][C:13]2[CH:14]=[C:15]([CH:18]=[CH:19][CH:20]=2)[CH2:16][OH:17])=[CH:3][CH:4]=1. (9) Given the reactants [O:1]([CH:9]1[CH2:14][CH2:13][C:12](=[O:15])[CH2:11][CH2:10]1)[Si:2]([C:5]([CH3:8])([CH3:7])[CH3:6])([CH3:4])[CH3:3].[C:16]([Mg]Br)#[CH:17], predict the reaction product. The product is: [Si:2]([O:1][CH:9]1[CH2:14][CH2:13][C:12]([C:16]#[CH:17])([OH:15])[CH2:11][CH2:10]1)([C:5]([CH3:8])([CH3:7])[CH3:6])([CH3:4])[CH3:3].